This data is from Full USPTO retrosynthesis dataset with 1.9M reactions from patents (1976-2016). The task is: Predict the reactants needed to synthesize the given product. Given the product [Cl:24][C:20]1[N:19]=[C:18]([C:17]2[S:16][C:15]([N:25]3[CH2:26][CH2:27][O:28][CH2:29][CH2:30]3)=[N:14][C:13]=2[C:9]2[C:8]([O:31][CH3:32])=[C:7]([CH:12]=[CH:11][CH:10]=2)[NH2:6])[CH:23]=[CH:22][N:21]=1, predict the reactants needed to synthesize it. The reactants are: C(OC(=O)[NH:6][C:7]1[CH:12]=[CH:11][CH:10]=[C:9]([C:13]2[N:14]=[C:15]([N:25]3[CH2:30][CH2:29][O:28][CH2:27][CH2:26]3)[S:16][C:17]=2[C:18]2[CH:23]=[CH:22][N:21]=[C:20]([Cl:24])[N:19]=2)[C:8]=1[O:31][CH3:32])C=C.C(O)(=O)C.C([SnH](CCCC)CCCC)CCC.